Dataset: Reaction yield outcomes from USPTO patents with 853,638 reactions. Task: Predict the reaction yield, written as a fraction of the theoretical maximum amount of product (1.0 means a 100% yield; for example, 0.34 means a 34% yield). The reactants are [C:1]([C:3]1[CH:8]=[C:7]([CH2:9][CH2:10][C:11]([O:13][C:14]([CH3:17])([CH3:16])[CH3:15])=[O:12])[CH:6]=[CH:5][N:4]=1)#[N:2].[C:18](OC)(=[O:26])[C:19]1[C:20](=[CH:22][CH:23]=[CH:24][CH:25]=1)[SH:21].C(N(CC)CC)C. The catalyst is C1(C)C=CC=CC=1. The product is [O:26]=[C:18]1[C:19]2[CH:25]=[CH:24][CH:23]=[CH:22][C:20]=2[S:21][C:1]([C:3]2[CH:8]=[C:7]([CH2:9][CH2:10][C:11]([O:13][C:14]([CH3:17])([CH3:16])[CH3:15])=[O:12])[CH:6]=[CH:5][N:4]=2)=[N:2]1. The yield is 0.690.